Dataset: Full USPTO retrosynthesis dataset with 1.9M reactions from patents (1976-2016). Task: Predict the reactants needed to synthesize the given product. (1) Given the product [CH:2]([C:5]1[CH:6]=[CH:7][C:8]2[N:12]=[CH:11][N:10]([C:13]3[S:17][C:16]([C:18]([O:20][CH3:21])=[O:19])=[C:15]([O:22][C@@H:23]([C:25]4[CH:30]=[CH:29][CH:28]=[CH:27][C:26]=4[C:31]([F:32])([F:33])[F:34])[CH3:24])[CH:14]=3)[C:9]=2[CH:35]=1)=[O:1], predict the reactants needed to synthesize it. The reactants are: [OH:1][CH:2]([C:5]1[CH:6]=[CH:7][C:8]2[N:12]=[CH:11][N:10]([C:13]3[S:17][C:16]([C:18]([O:20][CH3:21])=[O:19])=[C:15]([O:22][C@@H:23]([C:25]4[CH:30]=[CH:29][CH:28]=[CH:27][C:26]=4[C:31]([F:34])([F:33])[F:32])[CH3:24])[CH:14]=3)[C:9]=2[CH:35]=1)CO.C(Cl)Cl.O.CO.I([O-])(=O)(=O)=O.[Na+]. (2) Given the product [Cl:13][C:10]1[CH:11]=[CH:12][C:7]([NH:6][C:15](=[O:16])[O:17][C:18]([CH3:21])([CH3:20])[CH3:19])=[C:8]([OH:14])[CH:9]=1, predict the reactants needed to synthesize it. The reactants are: C(O)(C)(C)C.[NH2:6][C:7]1[CH:12]=[CH:11][C:10]([Cl:13])=[CH:9][C:8]=1[OH:14].[C:15](O[C:15]([O:17][C:18]([CH3:21])([CH3:20])[CH3:19])=[O:16])([O:17][C:18]([CH3:21])([CH3:20])[CH3:19])=[O:16]. (3) Given the product [NH2:13][C:7]1[CH:6]=[CH:5][C:4]([N+:1]([O-:3])=[O:2])=[CH:12][C:8]=1[C:9]([N:16]([CH3:17])[CH3:15])=[O:11], predict the reactants needed to synthesize it. The reactants are: [N+:1]([C:4]1[CH:12]=[C:8]([C:9]([OH:11])=O)[C:7]([NH2:13])=[CH:6][CH:5]=1)([O-:3])=[O:2].Cl.[CH3:15][NH:16][CH3:17].F[P-](F)(F)(F)(F)F.N1(O[P+](N(C)C)(N(C)C)N(C)C)C2C=CC=CC=2N=N1.CN1CCOCC1. (4) Given the product [Cl:7][C:8]1[CH:9]=[C:10]2[C:14](=[CH:15][CH:16]=1)[N:13]([CH2:17][CH2:18][CH2:19][S:20][CH3:21])[C:12]([CH2:22][OH:23])=[CH:11]2, predict the reactants needed to synthesize it. The reactants are: [H-].[Al+3].[Li+].[H-].[H-].[H-].[Cl:7][C:8]1[CH:9]=[C:10]2[C:14](=[CH:15][CH:16]=1)[N:13]([CH2:17][CH2:18][CH2:19][S:20][CH3:21])[C:12]([C:22](OCC)=[O:23])=[CH:11]2. (5) Given the product [C:24]([C:7]1[C:8]2[C:13](=[CH:12][C:11]([C:14]([O:16][CH3:17])=[O:15])=[CH:10][CH:9]=2)[N:5]([CH2:1][CH2:2][CH2:3][CH3:4])[CH:6]=1)(=[O:26])[CH3:25], predict the reactants needed to synthesize it. The reactants are: [CH2:1]([N:5]1[C:13]2[C:8](=[CH:9][CH:10]=[C:11]([C:14]([O:16][CH3:17])=[O:15])[CH:12]=2)[CH:7]=[CH:6]1)[CH2:2][CH2:3][CH3:4].[Cl-].C([Al+]CC)C.[C:24](Cl)(=[O:26])[CH3:25].